Dataset: Peptide-MHC class II binding affinity with 134,281 pairs from IEDB. Task: Regression. Given a peptide amino acid sequence and an MHC pseudo amino acid sequence, predict their binding affinity value. This is MHC class II binding data. (1) The peptide sequence is LIEDYFEALSLQLSG. The MHC is DRB1_0101 with pseudo-sequence DRB1_0101. The binding affinity (normalized) is 0.984. (2) The peptide sequence is LVGPFNFRFMSKGGMRNVFDEVIPT. The MHC is DRB1_1201 with pseudo-sequence DRB1_1201. The binding affinity (normalized) is 0.298. (3) The peptide sequence is GMEWIAVKIQKFIEWLKVKI. The MHC is HLA-DQA10501-DQB10201 with pseudo-sequence HLA-DQA10501-DQB10201. The binding affinity (normalized) is 0.429. (4) The peptide sequence is DVNASFRAAMATTAN. The MHC is HLA-DQA10501-DQB10301 with pseudo-sequence HLA-DQA10501-DQB10301. The binding affinity (normalized) is 0.835. (5) The peptide sequence is AFKVAATAANAAP. The MHC is HLA-DPA10103-DPB10401 with pseudo-sequence HLA-DPA10103-DPB10401. The binding affinity (normalized) is 0.0363. (6) The peptide sequence is MLLRKYGIAAENVID. The MHC is HLA-DPA10301-DPB10402 with pseudo-sequence HLA-DPA10301-DPB10402. The binding affinity (normalized) is 0.197.